This data is from Peptide-MHC class II binding affinity with 134,281 pairs from IEDB. The task is: Regression. Given a peptide amino acid sequence and an MHC pseudo amino acid sequence, predict their binding affinity value. This is MHC class II binding data. (1) The peptide sequence is EKKYFAATQFEPYAA. The MHC is HLA-DQA10501-DQB10301 with pseudo-sequence HLA-DQA10501-DQB10301. The binding affinity (normalized) is 0.282. (2) The peptide sequence is RTATNIWIDHNSFSN. The binding affinity (normalized) is 0.477. The MHC is DRB1_0802 with pseudo-sequence DRB1_0802. (3) The peptide sequence is YVNQAHHIQLMSKLA. The MHC is DRB1_0101 with pseudo-sequence DRB1_0101. The binding affinity (normalized) is 0.784. (4) The peptide sequence is AFILDGDNLEPKV. The MHC is HLA-DQA10501-DQB10201 with pseudo-sequence HLA-DQA10501-DQB10201. The binding affinity (normalized) is 0.421.